This data is from Forward reaction prediction with 1.9M reactions from USPTO patents (1976-2016). The task is: Predict the product of the given reaction. Given the reactants [Cl:1][C:2]1[CH:41]=[CH:40][CH:39]=[C:38]([Cl:42])[C:3]=1[CH2:4][C:5]1[CH:6]=[C:7]([NH:16][C:17]2[CH:22]=[CH:21][C:20]([N:23]3[CH2:28][CH2:27][N:26](C(OC(C)(C)C)=O)[CH2:25][CH2:24]3)=[CH:19][C:18]=2[O:36][CH3:37])[C:8]2[C:13](=[O:14])[NH:12][CH:11]=[N:10][C:9]=2[N:15]=1.Cl, predict the reaction product. The product is: [Cl:42][C:38]1[CH:39]=[CH:40][CH:41]=[C:2]([Cl:1])[C:3]=1[CH2:4][C:5]1[CH:6]=[C:7]([NH:16][C:17]2[CH:22]=[CH:21][C:20]([N:23]3[CH2:28][CH2:27][NH:26][CH2:25][CH2:24]3)=[CH:19][C:18]=2[O:36][CH3:37])[C:8]2[C:13](=[O:14])[NH:12][CH:11]=[N:10][C:9]=2[N:15]=1.